From a dataset of Peptide-MHC class I binding affinity with 185,985 pairs from IEDB/IMGT. Regression. Given a peptide amino acid sequence and an MHC pseudo amino acid sequence, predict their binding affinity value. This is MHC class I binding data. (1) The peptide sequence is KPVPEIKIL. The MHC is HLA-B53:01 with pseudo-sequence HLA-B53:01. The binding affinity (normalized) is 0. (2) The peptide sequence is KQYIVATLMK. The MHC is HLA-B51:01 with pseudo-sequence HLA-B51:01. The binding affinity (normalized) is 0.0329.